From a dataset of Full USPTO retrosynthesis dataset with 1.9M reactions from patents (1976-2016). Predict the reactants needed to synthesize the given product. Given the product [Br-:7].[O:1]([C:3]1[CH:4]=[C:5]([CH:8]=[C:9]([O:13][CH3:14])[C:10]=1[O:11][CH3:12])[CH2:6][PH:21]([C:22]1[CH:23]=[CH:24][CH:25]=[CH:26][CH:27]=1)([C:28]1[CH:33]=[CH:32][CH:31]=[CH:30][CH:29]=1)[C:15]1[CH:16]=[CH:17][CH:18]=[CH:19][CH:20]=1)[CH3:2], predict the reactants needed to synthesize it. The reactants are: [O:1]([C:3]1[CH:4]=[C:5]([CH:8]=[C:9]([O:13][CH3:14])[C:10]=1[O:11][CH3:12])[CH2:6][Br:7])[CH3:2].[C:15]1([P:21]([C:28]2[CH:33]=[CH:32][CH:31]=[CH:30][CH:29]=2)[C:22]2[CH:27]=[CH:26][CH:25]=[CH:24][CH:23]=2)[CH:20]=[CH:19][CH:18]=[CH:17][CH:16]=1.